The task is: Regression. Given two drug SMILES strings and cell line genomic features, predict the synergy score measuring deviation from expected non-interaction effect.. This data is from NCI-60 drug combinations with 297,098 pairs across 59 cell lines. Drug 1: CCC(=C(C1=CC=CC=C1)C2=CC=C(C=C2)OCCN(C)C)C3=CC=CC=C3.C(C(=O)O)C(CC(=O)O)(C(=O)O)O. Drug 2: CC12CCC3C(C1CCC2O)C(CC4=C3C=CC(=C4)O)CCCCCCCCCS(=O)CCCC(C(F)(F)F)(F)F. Cell line: A549. Synergy scores: CSS=9.22, Synergy_ZIP=-3.61, Synergy_Bliss=0.252, Synergy_Loewe=0.369, Synergy_HSA=1.25.